Regression. Given two drug SMILES strings and cell line genomic features, predict the synergy score measuring deviation from expected non-interaction effect. From a dataset of Merck oncology drug combination screen with 23,052 pairs across 39 cell lines. (1) Drug 1: CC(C)CC(NC(=O)C(Cc1ccccc1)NC(=O)c1cnccn1)B(O)O. Drug 2: Cn1cc(-c2cnn3c(N)c(Br)c(C4CCCNC4)nc23)cn1. Cell line: UWB1289. Synergy scores: synergy=-26.3. (2) Drug 1: O=c1[nH]cc(F)c(=O)[nH]1. Drug 2: COC1CC2CCC(C)C(O)(O2)C(=O)C(=O)N2CCCCC2C(=O)OC(C(C)CC2CCC(OP(C)(C)=O)C(OC)C2)CC(=O)C(C)C=C(C)C(O)C(OC)C(=O)C(C)CC(C)C=CC=CC=C1C. Cell line: UACC62. Synergy scores: synergy=12.1. (3) Drug 1: O=c1[nH]cc(F)c(=O)[nH]1. Drug 2: COC1CC2CCC(C)C(O)(O2)C(=O)C(=O)N2CCCCC2C(=O)OC(C(C)CC2CCC(OP(C)(C)=O)C(OC)C2)CC(=O)C(C)C=C(C)C(O)C(OC)C(=O)C(C)CC(C)C=CC=CC=C1C. Cell line: NCIH1650. Synergy scores: synergy=15.9. (4) Drug 1: N.N.O=C(O)C1(C(=O)O)CCC1.[Pt]. Drug 2: Cc1nc(Nc2ncc(C(=O)Nc3c(C)cccc3Cl)s2)cc(N2CCN(CCO)CC2)n1. Cell line: SW620. Synergy scores: synergy=15.7. (5) Drug 1: CCC1(O)CC2CN(CCc3c([nH]c4ccccc34)C(C(=O)OC)(c3cc4c(cc3OC)N(C)C3C(O)(C(=O)OC)C(OC(C)=O)C5(CC)C=CCN6CCC43C65)C2)C1. Drug 2: CC(C)CC(NC(=O)C(Cc1ccccc1)NC(=O)c1cnccn1)B(O)O. Cell line: OV90. Synergy scores: synergy=-17.5.